Dataset: hERG potassium channel inhibition data for cardiac toxicity prediction from Karim et al.. Task: Regression/Classification. Given a drug SMILES string, predict its toxicity properties. Task type varies by dataset: regression for continuous values (e.g., LD50, hERG inhibition percentage) or binary classification for toxic/non-toxic outcomes (e.g., AMES mutagenicity, cardiotoxicity, hepatotoxicity). Dataset: herg_karim. The compound is NCc1ccc(F)c(C2CCN(C(=O)c3cccc(-c4nc(-c5cccs5)no4)c3)CC2)c1. The result is 1 (blocker).